This data is from Peptide-MHC class I binding affinity with 185,985 pairs from IEDB/IMGT. The task is: Regression. Given a peptide amino acid sequence and an MHC pseudo amino acid sequence, predict their binding affinity value. This is MHC class I binding data. (1) The peptide sequence is ILTRLALFF. The MHC is HLA-B27:03 with pseudo-sequence HLA-B27:03. The binding affinity (normalized) is 0.0847. (2) The peptide sequence is SMYQLMITI. The MHC is HLA-A01:01 with pseudo-sequence HLA-A01:01. The binding affinity (normalized) is 0.0847. (3) The peptide sequence is HWMWGRGL. The MHC is H-2-Kd with pseudo-sequence H-2-Kd. The binding affinity (normalized) is 0.138.